From a dataset of Full USPTO retrosynthesis dataset with 1.9M reactions from patents (1976-2016). Predict the reactants needed to synthesize the given product. Given the product [C:16]([C:20]1[CH:25]=[CH:24][C:23](/[C:26](=[N:28]/[O:29][CH2:12][CH2:11][O:10][C:7]2[CH:8]=[CH:9][C:4]([C:3]([OH:2])=[O:15])=[CH:5][C:6]=2[Cl:14])/[CH3:27])=[CH:22][CH:21]=1)([CH3:19])([CH3:17])[CH3:18], predict the reactants needed to synthesize it. The reactants are: C[O:2][C:3](=[O:15])[C:4]1[CH:9]=[CH:8][C:7]([O:10][CH2:11][CH2:12]Br)=[C:6]([Cl:14])[CH:5]=1.[C:16]([C:20]1[CH:25]=[CH:24][C:23]([C:26](=[N:28][OH:29])[CH3:27])=[CH:22][CH:21]=1)([CH3:19])([CH3:18])[CH3:17].